Predict the reaction yield, written as a fraction of the theoretical maximum amount of product (1.0 means a 100% yield; for example, 0.34 means a 34% yield). From a dataset of Reaction yield outcomes from USPTO patents with 853,638 reactions. (1) The reactants are C1CCN2C(=NCCC2)CC1.C1(P([N:26]=[N+:27]=[N-:28])(C2C=CC=CC=2)=O)C=CC=CC=1.[CH2:29]([O:36][C:37]1[CH:44]=[CH:43][C:42]([C:45]([F:48])([F:47])[F:46])=[CH:41][C:38]=1[CH2:39]O)[C:30]1[CH:35]=[CH:34][CH:33]=[CH:32][CH:31]=1.O. The catalyst is C1(C)C=CC=CC=1. The product is [CH2:29]([O:36][C:37]1[CH:44]=[CH:43][C:42]([C:45]([F:48])([F:47])[F:46])=[CH:41][C:38]=1[CH2:39][N:26]=[N+:27]=[N-:28])[C:30]1[CH:35]=[CH:34][CH:33]=[CH:32][CH:31]=1. The yield is 0.840. (2) The reactants are [Br:1][C:2]1[CH:3]=[C:4]([N+:9]([O-:11])=[O:10])[C:5](=O)[NH:6][CH:7]=1.CN(C=O)C.O=P(Cl)(Cl)[Cl:19]. No catalyst specified. The product is [Br:1][C:2]1[CH:3]=[C:4]([N+:9]([O-:11])=[O:10])[C:5]([Cl:19])=[N:6][CH:7]=1. The yield is 0.850. (3) The reactants are [C:1]([O:5][C:6]([C@H:8]1[CH2:10][C@@H:9]1[CH:11]1[CH2:15][CH2:14][N:13](O)[C:12]1=[O:17])=[O:7])([CH3:4])([CH3:3])[CH3:2].CO.[OH-].[Na+]. The yield is 0.884. The product is [C:1]([O:5][C:6]([C@H:8]1[CH2:10][C@@H:9]1[CH:11]1[CH2:15][CH2:14][NH:13][C:12]1=[O:17])=[O:7])([CH3:4])([CH3:2])[CH3:3]. The catalyst is [Cl-].[Cl-].[Cl-].[Ti+3].O. (4) The reactants are [O:1]=[C:2]1[C:11]2[C:6](=[CH:7][CH:8]=[CH:9][C:10]=2[C:12]([F:15])([F:14])[F:13])[NH:5][CH:4]=[C:3]1[C:16]([O:18]CC)=[O:17].[OH-].[Na+]. The catalyst is [Pd]. The product is [O:1]=[C:2]1[C:11]2[C:6](=[CH:7][CH:8]=[CH:9][C:10]=2[C:12]([F:15])([F:13])[F:14])[NH:5][CH:4]=[C:3]1[C:16]([OH:18])=[O:17]. The yield is 0.920. (5) The reactants are [CH2:1]([O:8][C:9]1[CH:10]=[C:11]([CH2:25][C:26](O)=[O:27])[CH:12]=[C:13]([C:15]2[CH:20]=[CH:19][C:18]([C:21]([F:24])([F:23])[F:22])=[CH:17][CH:16]=2)[CH:14]=1)[C:2]1[CH:7]=[CH:6][CH:5]=[CH:4][CH:3]=1.CN1CCOCC1.CC(C)(C)C(Cl)=O.[CH2:43]([C@@H:50]1[CH2:54][O:53][C:52](=[O:55])[NH:51]1)[C:44]1[CH:49]=[CH:48][CH:47]=[CH:46][CH:45]=1.[Li]CCCC. The catalyst is C1COCC1. The product is [CH2:43]([CH:50]1[CH2:54][O:53][C:52](=[O:55])[N:51]1[C:26](=[O:27])[CH2:25][C:11]1[CH:12]=[C:13]([C:15]2[CH:20]=[CH:19][C:18]([C:21]([F:23])([F:22])[F:24])=[CH:17][CH:16]=2)[CH:14]=[C:9]([O:8][CH2:1][C:2]2[CH:7]=[CH:6][CH:5]=[CH:4][CH:3]=2)[CH:10]=1)[C:44]1[CH:45]=[CH:46][CH:47]=[CH:48][CH:49]=1. The yield is 0.720. (6) The reactants are [F:1][C:2]([F:23])([F:22])[C:3]1[CH:4]=[C:5]([C:9]2[CH2:10][CH2:11][N:12](C(OC(C)(C)C)=O)[CH2:13][CH:14]=2)[CH:6]=[N:7][CH:8]=1. The catalyst is Cl.O1CCOCC1. The product is [F:23][C:2]([F:1])([F:22])[C:3]1[CH:4]=[C:5]([C:9]2[CH2:10][CH2:11][NH:12][CH2:13][CH:14]=2)[CH:6]=[N:7][CH:8]=1. The yield is 0.870. (7) The reactants are C[O:2][C:3](=[O:18])[C:4]1[CH:9]=[CH:8][C:7]([CH2:10][CH:11]2[S:15][C:14](=[O:16])[NH:13][C:12]2=[O:17])=[CH:6][CH:5]=1.Cl. The catalyst is CC(O)=O.O. The product is [O:16]=[C:14]1[NH:13][C:12](=[O:17])[CH:11]([CH2:10][C:7]2[CH:8]=[CH:9][C:4]([C:3]([OH:18])=[O:2])=[CH:5][CH:6]=2)[S:15]1. The yield is 0.410. (8) The reactants are [Br:1][C:2]1[CH:3]=[CH:4][C:5]2[C:11]3[S:12][C:13]([C:15]([N:17]([C:19]4[CH:20]=[C:21]([CH:25]=[CH:26][C:27]=4[Cl:28])[C:22](O)=[O:23])[CH3:18])=[O:16])=[CH:14][C:10]=3[CH2:9][CH2:8][O:7][C:6]=2[CH:29]=1.CCN=C=NCCCN(C)C.C1C=CC2N(O)N=NC=2C=1.CCN(C(C)C)C(C)C.[NH2:60][CH2:61][C@@H:62]([OH:64])[CH3:63]. The catalyst is C1COCC1.O. The product is [Br:1][C:2]1[CH:3]=[CH:4][C:5]2[C:11]3[S:12][C:13]([C:15]([N:17]([C:19]4[CH:20]=[C:21]([C:22](=[O:23])[NH:60][CH2:61][C@@H:62]([OH:64])[CH3:63])[CH:25]=[CH:26][C:27]=4[Cl:28])[CH3:18])=[O:16])=[CH:14][C:10]=3[CH2:9][CH2:8][O:7][C:6]=2[CH:29]=1. The yield is 0.720. (9) The reactants are [NH:1]([CH3:22])[C@H:2]([C:6]([N:8](C)[C@H:9]([C:18]([NH2:20])=[O:19])[CH2:10][C:11]1[CH:16]=[CH:15][C:14]([OH:17])=[CH:13][CH:12]=1)=[O:7])[CH:3]([CH3:5])[CH3:4].[NH:23]([C:35]([O:37][CH2:38][CH:39]1[C:51]2[C:46](=[CH:47][CH:48]=[CH:49][CH:50]=2)[C:45]2[C:40]1=[CH:41][CH:42]=[CH:43][CH:44]=2)=[O:36])[C@H:24]([C:32](O)=[O:33])[CH2:25][C:26]1[CH:31]=[CH:30][CH:29]=[CH:28][CH:27]=1.O. The catalyst is C1COCC1. The product is [NH:23]([C:35]([O:37][CH2:38][CH:39]1[C:51]2[C:46](=[CH:47][CH:48]=[CH:49][CH:50]=2)[C:45]2[C:40]1=[CH:41][CH:42]=[CH:43][CH:44]=2)=[O:36])[C@H:24]([C:32]([N:1]([CH3:22])[C@H:2]([C:6]([NH:8][C@H:9]([C:18]([NH2:20])=[O:19])[CH2:10][C:11]1[CH:12]=[CH:13][C:14]([OH:17])=[CH:15][CH:16]=1)=[O:7])[CH:3]([CH3:4])[CH3:5])=[O:33])[CH2:25][C:26]1[CH:31]=[CH:30][CH:29]=[CH:28][CH:27]=1. The yield is 0.480. (10) The reactants are [F:1][C:2]1[CH:3]=[CH:4][C:5]2[CH2:11][S:10](=[O:13])(=[O:12])[NH:9][N:8]=[C:7]([C:14]3[CH:19]=[CH:18][C:17]([F:20])=[CH:16][CH:15]=3)[C:6]=2[CH:21]=1.[CH3:22]I. No catalyst specified. The product is [F:1][C:2]1[CH:3]=[CH:4][C:5]2[CH2:11][S:10](=[O:12])(=[O:13])[N:9]([CH3:22])[N:8]=[C:7]([C:14]3[CH:19]=[CH:18][C:17]([F:20])=[CH:16][CH:15]=3)[C:6]=2[CH:21]=1. The yield is 0.900.